This data is from Reaction yield outcomes from USPTO patents with 853,638 reactions. The task is: Predict the reaction yield, written as a fraction of the theoretical maximum amount of product (1.0 means a 100% yield; for example, 0.34 means a 34% yield). (1) The reactants are [CH3:1][C:2]1[C:10]2[C:5](=[C:6]([N+:11]([O-])=O)[CH:7]=[CH:8][CH:9]=2)[NH:4][C:3]=1[C:14](=[O:17])[CH2:15][CH3:16].C(O)C. The catalyst is [C].[Pd].O1CCCC1. The product is [NH2:11][C:6]1[CH:7]=[CH:8][CH:9]=[C:10]2[C:5]=1[NH:4][C:3]([C:14](=[O:17])[CH2:15][CH3:16])=[C:2]2[CH3:1]. The yield is 0.700. (2) The reactants are [CH3:1][O:2][CH:3]([C:5]1[C:9]([C:10](=[O:12])[CH3:11])=[CH:8][N:7](COC)[N:6]=1)[CH3:4].[Br-:16].[Br-].[Br-].C1([N+](C)(C)C)C=CC=CC=1.C1([N+](C)(C)C)C=CC=CC=1.C1([N+](C)(C)C)C=CC=CC=1. The catalyst is C(Cl)(Cl)Cl. The product is [Br:16][CH2:11][C:10]([C:9]1[C:5]([CH:3]([O:2][CH3:1])[CH3:4])=[N:6][NH:7][CH:8]=1)=[O:12]. The yield is 0.280. (3) The reactants are Cl[C:2]1[S:3][C:4]2[C:9]([NH:10][C:11]([CH3:16])([CH2:14][OH:15])[CH2:12][OH:13])=[N:8][C:7]([S:17][CH2:18][C:19]3[CH:24]=[CH:23][CH:22]=[C:21]([F:25])[C:20]=3[F:26])=[N:6][C:5]=2[N:27]=1.[OH-:28].[K+].O.[CH3:31]O. No catalyst specified. The product is [F:26][C:20]1[C:21]([F:25])=[CH:22][CH:23]=[CH:24][C:19]=1[CH2:18][S:17][C:7]1[N:8]=[C:9]([NH:10][C:11]([CH3:16])([CH2:14][OH:15])[CH2:12][OH:13])[C:4]2[S:3][C:2]([O:28][CH3:31])=[N:27][C:5]=2[N:6]=1. The yield is 0.900. (4) The reactants are [Br:1][C:2]1[CH:3]=[C:4]([C:8]2([C:16]3[CH:21]=[CH:20][C:19]([OH:22])=[CH:18][CH:17]=3)[NH:12][C:11](=[S:13])[N:10]([CH3:14])[C:9]2=[O:15])[CH:5]=[CH:6][CH:7]=1.[CH3:23][O:24][CH2:25][CH2:26][S:27](Cl)(=[O:29])=[O:28]. No catalyst specified. The product is [CH3:23][O:24][CH2:25][CH2:26][S:27]([O:22][C:19]1[CH:18]=[CH:17][C:16]([C:8]2([C:4]3[CH:5]=[CH:6][CH:7]=[C:2]([Br:1])[CH:3]=3)[C:9](=[O:15])[N:10]([CH3:14])[C:11](=[S:13])[NH:12]2)=[CH:21][CH:20]=1)(=[O:29])=[O:28]. The yield is 0.710. (5) The reactants are [CH2:1]([O:3][C:4]([C:6]1[O:7][C:8]2[C:13]([C:14](=[O:16])[CH:15]=1)=[CH:12][C:11]([O:17][CH2:18][CH3:19])=[CH:10][C:9]=2Br)=[O:5])[CH3:2].C1(P(C2C=CC=CC=2)C2C=CC3C(=CC=CC=3)C=2C2C3C(=CC=CC=3)C=CC=2P(C2C=CC=CC=2)C2C=CC=CC=2)C=CC=CC=1.[CH3:67][N:68]1[CH2:73][CH2:72][NH:71][CH2:70][CH2:69]1.C(=O)([O-])[O-].[Cs+].[Cs+]. The catalyst is C1(C)C=CC=CC=1. The product is [CH2:1]([O:3][C:4]([C:6]1[O:7][C:8]2[C:13]([C:14](=[O:16])[CH:15]=1)=[CH:12][C:11]([O:17][CH2:18][CH3:19])=[CH:10][C:9]=2[N:71]1[CH2:72][CH2:73][N:68]([CH3:67])[CH2:69][CH2:70]1)=[O:5])[CH3:2]. The yield is 0.750. (6) The reactants are Br[C:2]1[CH:3]=[CH:4][C:5]([N:8]2[CH:12]=[CH:11][CH:10]=[N:9]2)=[N:6][CH:7]=1.C1(C)C=CC=CC=1P(C1C=CC=CC=1C)C1C=CC=CC=1C.[C:35](OC)(=[O:38])[CH:36]=[CH2:37]. The catalyst is CN(C=O)C.CCOCC.C([O-])(=O)C.[Pd+2].C([O-])(=O)C. The product is [N:8]1([C:5]2[N:6]=[CH:7][C:2]([CH:37]=[CH:36][CH:35]=[O:38])=[CH:3][CH:4]=2)[CH:12]=[CH:11][CH:10]=[N:9]1. The yield is 0.770. (7) The reactants are [OH:1][C:2]1[CH:11]=[C:10]2[C:5]([C:6]([O:12][C:13]3[CH:14]=[C:15]4[C:19](=[CH:20][CH:21]=3)[NH:18][C:17]([CH3:22])=[CH:16]4)=[N:7][CH:8]=[N:9]2)=[CH:4][C:3]=1[O:23][CH3:24].C(=O)([O-])[O-].[K+].[K+].CC1C=CC(S(O[CH2:42][C@@H:43]2[O:45][CH2:44]2)(=O)=O)=CC=1. The catalyst is CN(C=O)C. The product is [CH3:24][O:23][C:3]1[CH:4]=[C:5]2[C:10](=[CH:11][C:2]=1[O:1][CH2:42][C@H:43]1[CH2:44][O:45]1)[N:9]=[CH:8][N:7]=[C:6]2[O:12][C:13]1[CH:14]=[C:15]2[C:19](=[CH:20][CH:21]=1)[NH:18][C:17]([CH3:22])=[CH:16]2. The yield is 0.530. (8) The product is [NH:10]1[CH2:13][CH:12]([O:14][Si:5]([C:1]([CH3:4])([CH3:3])[CH3:2])([CH3:7])[CH3:6])[CH2:11]1. The catalyst is C(Cl)Cl. The yield is 0.740. The reactants are [C:1]([Si:5](Cl)([CH3:7])[CH3:6])([CH3:4])([CH3:3])[CH3:2].Cl.[NH:10]1[CH2:13][CH:12]([OH:14])[CH2:11]1.C(N(C(C)C)C(C)C)C.